This data is from Forward reaction prediction with 1.9M reactions from USPTO patents (1976-2016). The task is: Predict the product of the given reaction. (1) Given the reactants [CH3:1][N:2]1[CH2:7][CH2:6][C:5](=[N:8][OH:9])[CH2:4][CH2:3]1.C([O-])(=O)C.C([O-])(=O)C.C([O-])(=O)C.C([O-])(=O)C.[Pb+4].[F:27][C:28]1[CH:29]=[C:30]([CH:34]=[C:35]([F:37])[CH:36]=1)[C:31]([OH:33])=[O:32], predict the reaction product. The product is: [F:27][C:28]1[CH:29]=[C:30]([CH:34]=[C:35]([F:37])[CH:36]=1)[C:31]([O:33][C:5]1([N:8]=[O:9])[CH2:6][CH2:7][N:2]([CH3:1])[CH2:3][CH2:4]1)=[O:32]. (2) Given the reactants [NH2:1][CH2:2][CH2:3][CH2:4][N:5]1[C:9]2[CH:10]=[C:11]([C:14]([N:16]([CH2:21][CH:22]([CH3:24])[CH3:23])[CH2:17][CH:18]([CH3:20])[CH3:19])=[O:15])[CH:12]=[CH:13][C:8]=2[N:7]=[C:6]1[NH:25][C:26]1[CH:31]=[C:30]([O:32][CH3:33])[C:29]([O:34][CH3:35])=[C:28]([O:36][CH3:37])[CH:27]=1.[CH3:38][C:39]([CH3:43])([CH3:42])[CH:40]=O.C(O[BH-](OC(=O)C)OC(=O)C)(=O)C.[Na+].C(=O)([O-])O.[Na+].[Cl:63]CCl, predict the reaction product. The product is: [ClH:63].[ClH:63].[CH2:21]([N:16]([CH2:17][CH:18]([CH3:19])[CH3:20])[C:14]([C:11]1[CH:12]=[CH:13][C:8]2[N:7]=[C:6]([NH:25][C:26]3[CH:31]=[C:30]([O:32][CH3:33])[C:29]([O:34][CH3:35])=[C:28]([O:36][CH3:37])[CH:27]=3)[N:5]([CH2:4][CH2:3][CH2:2][NH:1][CH2:38][C:39]([CH3:43])([CH3:42])[CH3:40])[C:9]=2[CH:10]=1)=[O:15])[CH:22]([CH3:24])[CH3:23]. (3) The product is: [C:35]([OH:37])(=[O:36])[CH2:34][CH2:33][CH2:32][CH2:31][CH2:30][CH2:29][CH2:28][CH2:27][CH2:26][CH2:25][CH3:24].[CH2:11]([OH:10])[CH:12]([OH:15])[CH3:13]. Given the reactants CCCCCCCC([O:10][CH2:11][CH:12]([OH:15])[CH2:13]O)=O.CCCCC[C@H](O)/C=C/[C@@H:24]1[C@H:28]2[CH2:29]/[C:30](/O[C@H:27]2[CH2:26][C@H:25]1O)=[CH:31]/[CH2:32][CH2:33][CH2:34][C:35]([OH:37])=[O:36], predict the reaction product. (4) Given the reactants [CH2:1]([C:4]1[CH:9]=[CH:8][C:7]([S:10](Cl)(=[O:12])=[O:11])=[CH:6][CH:5]=1)[CH2:2][CH3:3].N1C=CC=CC=1.[NH2:20][C:21]1[CH:22]=[CH:23][C:24]2[O:28][C:27]([CH3:29])=[N:26][C:25]=2[CH:30]=1.C([O-])(O)=O.[Na+], predict the reaction product. The product is: [CH3:29][C:27]1[O:28][C:24]2[CH:23]=[CH:22][C:21]([NH:20][S:10]([C:7]3[CH:8]=[CH:9][C:4]([CH2:1][CH2:2][CH3:3])=[CH:5][CH:6]=3)(=[O:12])=[O:11])=[CH:30][C:25]=2[N:26]=1. (5) Given the reactants C([N:8]1[CH2:13][CH2:12][C:11]([NH:15][C:16]([C:18]2[C:19]3[C:33]([CH3:34])=[N:32][N:31]([CH:35]4[CH2:40][CH2:39][CH2:38][CH2:37][O:36]4)[C:20]=3[N:21]=[C:22]([C:24]3[CH:29]=[CH:28][C:27]([OH:30])=[CH:26][CH:25]=3)[CH:23]=2)=[O:17])([CH3:14])[CH2:10][CH2:9]1)C1C=CC=CC=1, predict the reaction product. The product is: [CH3:14][C:11]1([NH:15][C:16]([C:18]2[C:19]3[C:33]([CH3:34])=[N:32][N:31]([CH:35]4[CH2:40][CH2:39][CH2:38][CH2:37][O:36]4)[C:20]=3[N:21]=[C:22]([C:24]3[CH:25]=[CH:26][C:27]([OH:30])=[CH:28][CH:29]=3)[CH:23]=2)=[O:17])[CH2:12][CH2:13][NH:8][CH2:9][CH2:10]1. (6) The product is: [O:22]=[C:21]([C:23]1[CH:28]=[CH:27][CH:26]=[CH:25][C:24]=1[CH3:29])[CH2:20][N:6]1[C:7](=[O:16])[C:8]2[CH:15]=[CH:14][CH:13]=[CH:12][C:9]=2[NH:10][C:11]2[N:1]=[CH:2][CH:3]=[CH:4][C:5]1=2. Given the reactants [N:1]1[C:11]2[NH:10][C:9]3[CH:12]=[CH:13][CH:14]=[CH:15][C:8]=3[C:7](=[O:16])[NH:6][C:5]=2[CH:4]=[CH:3][CH:2]=1.[H-].[Na+].Br[CH2:20][C:21]([C:23]1[CH:28]=[CH:27][CH:26]=[CH:25][C:24]=1[CH3:29])=[O:22].O, predict the reaction product. (7) Given the reactants [OH-:1].[K+].O.[OH:4][C:5]1([C:18](N)=[O:19])[C:14]2[C:9](=[C:10]([Cl:17])[CH:11]=[C:12]([O:15][CH3:16])[CH:13]=2)[O:8][CH2:7][CH2:6]1, predict the reaction product. The product is: [Cl:17][C:10]1[CH:11]=[C:12]([O:15][CH3:16])[CH:13]=[C:14]2[C:9]=1[O:8][CH2:7][CH2:6][C:5]2([C:18]([OH:19])=[O:1])[OH:4]. (8) Given the reactants [NH2:1][C:2]1[CH:3]=[N:4][C:5]2[C:10]([C:11]=1[NH:12][CH2:13][CH2:14][CH2:15][NH:16][C:17](=[O:23])[O:18][C:19]([CH3:22])([CH3:21])[CH3:20])=[CH:9][CH:8]=[CH:7][CH:6]=2.[CH3:24][O:25][CH2:26][CH2:27][C:28](O)=O.CN(C(ON1N=NC2C=CC=NC1=2)=[N+](C)C)C.F[P-](F)(F)(F)(F)F, predict the reaction product. The product is: [CH3:24][O:25][CH2:26][CH2:27][C:28]1[N:12]([CH2:13][CH2:14][CH2:15][NH:16][C:17](=[O:23])[O:18][C:19]([CH3:20])([CH3:22])[CH3:21])[C:11]2[C:10]3[CH:9]=[CH:8][CH:7]=[CH:6][C:5]=3[N:4]=[CH:3][C:2]=2[N:1]=1. (9) Given the reactants C([BH3-])#N.[Na+].[F:5][CH:6]([F:17])[O:7][C:8]1[CH:16]=[CH:15][CH:14]=[C:13]2[C:9]=1[CH:10]=[CH:11][NH:12]2, predict the reaction product. The product is: [F:17][CH:6]([F:5])[O:7][C:8]1[CH:16]=[CH:15][CH:14]=[C:13]2[C:9]=1[CH2:10][CH2:11][NH:12]2.